From a dataset of Full USPTO retrosynthesis dataset with 1.9M reactions from patents (1976-2016). Predict the reactants needed to synthesize the given product. (1) Given the product [F:1][C:2]1[CH:11]=[CH:10][C:9]([O:12][CH2:13][CH2:14][CH3:15])=[C:8]2[C:3]=1[C:4](=[O:32])[C:5]([C:24]1[CH:25]=[CH:26][C:27]([O:30][CH3:31])=[CH:28][CH:29]=1)=[CH:6][N:7]2[CH2:16][CH2:17][S:44]([CH2:35][CH2:36][C:40]([OH:42])=[O:41])(=[O:47])=[O:45], predict the reactants needed to synthesize it. The reactants are: [F:1][C:2]1[CH:11]=[CH:10][C:9]([O:12][CH2:13][CH2:14][CH3:15])=[C:8]2[C:3]=1[C:4](=[O:32])[C:5]([C:24]1[CH:29]=[CH:28][C:27]([O:30][CH3:31])=[CH:26][CH:25]=1)=[CH:6][N:7]2[CH2:16][CH2:17]SCCC(O)=O.ClC1C=CC=[C:36]([C:40]([O:42]O)=[O:41])[CH:35]=1.[S:44]([O-:47])(O)=[O:45].[Na+]. (2) The reactants are: C(OC(=O)[NH:7][CH2:8][C:9]1[CH:14]=[CH:13][C:12]([NH:15][C:16]([C:18]2[C:19](=[O:33])[O:20][C:21]3[C:26]([CH:27]=2)=[CH:25][CH:24]=[C:23]([O:28][CH3:29])[C:22]=3[CH2:30][CH2:31][CH3:32])=[O:17])=[CH:11][CH:10]=1)(C)(C)C.Cl.C(Cl)Cl.O. Given the product [NH2:7][CH2:8][C:9]1[CH:14]=[CH:13][C:12]([NH:15][C:16]([C:18]2[C:19](=[O:33])[O:20][C:21]3[C:26]([CH:27]=2)=[CH:25][CH:24]=[C:23]([O:28][CH3:29])[C:22]=3[CH2:30][CH2:31][CH3:32])=[O:17])=[CH:11][CH:10]=1, predict the reactants needed to synthesize it. (3) The reactants are: [CH:1]([C:7]1[CH:8]=[C:9]([CH:12]=[CH:13][CH:14]=1)[C:10]#[N:11])=[CH:2][CH2:3][CH2:4][CH2:5][CH3:6]. Given the product [CH2:1]([C:7]1[CH:8]=[C:9]([CH:12]=[CH:13][CH:14]=1)[C:10]#[N:11])[CH2:2][CH2:3][CH2:4][CH2:5][CH3:6], predict the reactants needed to synthesize it. (4) Given the product [OH:28][NH:27][C:20]([C:17]1[CH:18]=[CH:19][C:12]2[O:11][CH2:10][CH2:9][N:8]([CH2:7][C:6]3[CH:25]=[CH:26][C:3]([O:2][CH3:1])=[CH:4][CH:5]=3)[C@H:14]([CH3:15])[C:13]=2[CH:16]=1)=[O:21], predict the reactants needed to synthesize it. The reactants are: [CH3:1][O:2][C:3]1[CH:26]=[CH:25][C:6]([CH2:7][N:8]2[C@H:14]([CH3:15])[C:13]3[CH:16]=[C:17]([C:20](OCC)=[O:21])[CH:18]=[CH:19][C:12]=3[O:11][CH2:10][CH2:9]2)=[CH:5][CH:4]=1.[NH2:27][OH:28].[OH-].[Na+].